This data is from Catalyst prediction with 721,799 reactions and 888 catalyst types from USPTO. The task is: Predict which catalyst facilitates the given reaction. (1) Reactant: [CH3:1][O:2][C:3]1[CH:4]=[C:5]2[C:10](=[CH:11][CH:12]=1)[C:9](=[O:13])[CH2:8][CH2:7][CH2:6]2.N#N.[H-].[Na+].I[CH2:19][CH3:20]. Product: [CH2:19]([CH:8]1[CH2:7][CH2:6][C:5]2[C:10](=[CH:11][CH:12]=[C:3]([O:2][CH3:1])[CH:4]=2)[C:9]1=[O:13])[CH3:20]. The catalyst class is: 508. (2) Reactant: [Cl:1][C:2]1[C:9]([F:10])=[CH:8][CH:7]=[C:6]([OH:11])[C:3]=1C=O.CO[CH:14]([O:17][CH3:18])[O:15][CH3:16].[N+]([O-])([O-])=O.[NH4+].C(=O)([O-])[O-].[Na+].[Na+]. Product: [Cl:1][C:2]1[C:3]([CH:14]([O:15][CH3:16])[O:17][CH3:18])=[C:6]([OH:11])[CH:7]=[CH:8][C:9]=1[F:10]. The catalyst class is: 5. (3) Reactant: [CH3:1][CH:2]([N:4]1[C:12](/[CH:13]=[CH:14]/[C@H:15]([OH:24])[CH2:16][C@H:17]([OH:23])[CH2:18][C:19]([O:21]C)=[O:20])=[C:11]([C:25]2[CH:30]=[CH:29][C:28]([F:31])=[CH:27][CH:26]=2)[C:10]2[C:5]1=[CH:6][CH:7]=[CH:8][CH:9]=2)[CH3:3].[OH-].[Na+:33].C(O)CCC. Product: [CH3:3][CH:2]([N:4]1[C:12](/[CH:13]=[CH:14]/[CH:15]([OH:24])[CH2:16][CH:17]([OH:23])[CH2:18][C:19]([O-:21])=[O:20])=[C:11]([C:25]2[CH:26]=[CH:27][C:28]([F:31])=[CH:29][CH:30]=2)[C:10]2[CH:9]=[CH:8][CH:7]=[CH:6][C:5]1=2)[CH3:1].[Na+:33]. The catalyst class is: 21. (4) Reactant: [NH:1]1[CH2:6][CH2:5][CH2:4][CH2:3][CH2:2]1.[CH3:7][C:8]1[C:17]2[C:16](=[N:18][C:19]3[CH:24]=[CH:23][CH:22]=[CH:21][CH:20]=3)[O:15][C:14]([CH:25]([O:27][C:28](=[O:30])[CH3:29])[CH3:26])=[N:13][C:12]=2[CH:11]=[CH:10][CH:9]=1. Product: [CH3:26][CH:25]([O:27][C:28](=[O:30])[CH3:29])[CH:14]([NH:13][C:12]1[CH:11]=[CH:10][CH:9]=[C:8]([CH3:7])[C:17]=1[C:16](=[O:15])[NH:18][C:19]1[CH:24]=[CH:23][CH:22]=[CH:21][CH:20]=1)[N:1]1[CH2:6][CH2:5][CH2:4][CH2:3][CH2:2]1. The catalyst class is: 25. (5) The catalyst class is: 314. Product: [CH3:1][N:2]([C@H:3]1[CH2:7][CH2:6][N:5]([CH2:8][CH2:9][S:10]([CH3:13])(=[O:11])=[O:12])[CH2:4]1)[C:14]1[CH:15]=[CH:16][C:17]([NH2:20])=[CH:18][CH:19]=1. Reactant: [CH3:1][N:2]([C:14]1[CH:19]=[CH:18][C:17]([N+:20]([O-])=O)=[CH:16][CH:15]=1)[C@H:3]1[CH2:7][CH2:6][N:5]([CH2:8][CH2:9][S:10]([CH3:13])(=[O:12])=[O:11])[CH2:4]1.[Cl-].[NH4+]. (6) Reactant: [CH2:1]([NH:5][C:6]1[C:7]([C:17]([OH:19])=O)=[CH:8][C:9]2[O:15][CH2:14][CH2:13][CH2:12][O:11][C:10]=2[CH:16]=1)[CH:2]([CH3:4])[CH3:3].CCN(C(C)C)C(C)C.C1C=CC2N(O)N=NC=2C=1.[CH3:39][C:40]([NH2:44])([C:42]#[CH:43])[CH3:41].CCN=C=NCCCN(C)C. Product: [CH2:1]([NH:5][C:6]1[C:7]([C:17]([NH:44][C:40]([CH3:41])([C:42]#[CH:43])[CH3:39])=[O:19])=[CH:8][C:9]2[O:15][CH2:14][CH2:13][CH2:12][O:11][C:10]=2[CH:16]=1)[CH:2]([CH3:3])[CH3:4]. The catalyst class is: 2.